The task is: Regression. Given two drug SMILES strings and cell line genomic features, predict the synergy score measuring deviation from expected non-interaction effect.. This data is from NCI-60 drug combinations with 297,098 pairs across 59 cell lines. (1) Drug 1: C1C(C(OC1N2C=NC3=C(N=C(N=C32)Cl)N)CO)O. Drug 2: C1=CC=C(C=C1)NC(=O)CCCCCCC(=O)NO. Cell line: OVCAR-4. Synergy scores: CSS=5.82, Synergy_ZIP=-3.54, Synergy_Bliss=1.50, Synergy_Loewe=-0.761, Synergy_HSA=1.30. (2) Drug 1: CN1CCC(CC1)COC2=C(C=C3C(=C2)N=CN=C3NC4=C(C=C(C=C4)Br)F)OC. Drug 2: CC12CCC3C(C1CCC2O)C(CC4=C3C=CC(=C4)O)CCCCCCCCCS(=O)CCCC(C(F)(F)F)(F)F. Cell line: BT-549. Synergy scores: CSS=4.23, Synergy_ZIP=0.730, Synergy_Bliss=6.63, Synergy_Loewe=3.55, Synergy_HSA=3.99. (3) Drug 1: C1CCC(C1)C(CC#N)N2C=C(C=N2)C3=C4C=CNC4=NC=N3. Drug 2: CCC1=C2CN3C(=CC4=C(C3=O)COC(=O)C4(CC)O)C2=NC5=C1C=C(C=C5)O. Cell line: RXF 393. Synergy scores: CSS=24.7, Synergy_ZIP=-5.55, Synergy_Bliss=0.920, Synergy_Loewe=-16.2, Synergy_HSA=1.95. (4) Drug 1: CC1=C2C(C(=O)C3(C(CC4C(C3C(C(C2(C)C)(CC1OC(=O)C(C(C5=CC=CC=C5)NC(=O)OC(C)(C)C)O)O)OC(=O)C6=CC=CC=C6)(CO4)OC(=O)C)O)C)O. Drug 2: C(CC(=O)O)C(=O)CN.Cl. Cell line: U251. Synergy scores: CSS=45.1, Synergy_ZIP=-4.06, Synergy_Bliss=-7.29, Synergy_Loewe=-30.1, Synergy_HSA=-4.31. (5) Drug 1: CN(C(=O)NC(C=O)C(C(C(CO)O)O)O)N=O. Drug 2: COC1=C2C(=CC3=C1OC=C3)C=CC(=O)O2. Cell line: UO-31. Synergy scores: CSS=-1.36, Synergy_ZIP=-0.0866, Synergy_Bliss=-1.59, Synergy_Loewe=-0.821, Synergy_HSA=-1.56. (6) Cell line: KM12. Drug 2: CC(C1=C(C=CC(=C1Cl)F)Cl)OC2=C(N=CC(=C2)C3=CN(N=C3)C4CCNCC4)N. Drug 1: CC12CCC3C(C1CCC2=O)CC(=C)C4=CC(=O)C=CC34C. Synergy scores: CSS=56.9, Synergy_ZIP=-11.7, Synergy_Bliss=-12.4, Synergy_Loewe=-11.2, Synergy_HSA=-7.45. (7) Drug 1: CCC1(CC2CC(C3=C(CCN(C2)C1)C4=CC=CC=C4N3)(C5=C(C=C6C(=C5)C78CCN9C7C(C=CC9)(C(C(C8N6C)(C(=O)OC)O)OC(=O)C)CC)OC)C(=O)OC)O.OS(=O)(=O)O. Drug 2: CC1=C(C(=O)C2=C(C1=O)N3CC4C(C3(C2COC(=O)N)OC)N4)N. Cell line: COLO 205. Synergy scores: CSS=39.5, Synergy_ZIP=4.70, Synergy_Bliss=3.40, Synergy_Loewe=-8.59, Synergy_HSA=-2.48. (8) Drug 1: CC1=CC=C(C=C1)C2=CC(=NN2C3=CC=C(C=C3)S(=O)(=O)N)C(F)(F)F. Drug 2: CS(=O)(=O)OCCCCOS(=O)(=O)C. Cell line: K-562. Synergy scores: CSS=-14.3, Synergy_ZIP=5.55, Synergy_Bliss=-0.110, Synergy_Loewe=-14.8, Synergy_HSA=-14.9.